From a dataset of Full USPTO retrosynthesis dataset with 1.9M reactions from patents (1976-2016). Predict the reactants needed to synthesize the given product. (1) Given the product [C:1]([O:5][C:6]([N:8]1[CH2:9][CH2:10][CH:11]([CH:14]([OH:26])[CH2:15][CH2:16][CH2:17][C:18]2[CH:23]=[CH:22][C:21]([S:24][CH3:25])=[CH:20][CH:19]=2)[CH2:12][CH2:13]1)=[O:7])([CH3:4])([CH3:3])[CH3:2], predict the reactants needed to synthesize it. The reactants are: [C:1]([O:5][C:6]([N:8]1[CH2:13][CH2:12][CH:11]([C:14](=[O:26])[CH2:15][CH2:16][CH2:17][C:18]2[CH:23]=[CH:22][C:21]([S:24][CH3:25])=[CH:20][CH:19]=2)[CH2:10][CH2:9]1)=[O:7])([CH3:4])([CH3:3])[CH3:2].[BH4-].[Na+]. (2) Given the product [Cl:22][C:20]1[CH:21]=[C:16]2[C:17]([NH:23][C:3](=[O:2])[C:5]3[N:6]2[CH:7]=[C:8]([C:10]2[CH:15]=[CH:14][CH:13]=[CH:12][CH:11]=2)[CH:9]=3)=[CH:18][CH:19]=1, predict the reactants needed to synthesize it. The reactants are: C[O:2][C:3]([C:5]1[N:6]([C:16]2[CH:21]=[C:20]([Cl:22])[CH:19]=[CH:18][C:17]=2[N+:23]([O-])=O)[CH:7]=[C:8]([C:10]2[CH:15]=[CH:14][CH:13]=[CH:12][CH:11]=2)[CH:9]=1)=O. (3) Given the product [C:1]([O:5][C:6]([N:8]1[CH2:13][CH2:12][C:11]([CH2:15][NH:16][C:17]([NH2:19])=[S:18])([F:14])[CH2:10][CH2:9]1)=[O:7])([CH3:4])([CH3:2])[CH3:3], predict the reactants needed to synthesize it. The reactants are: [C:1]([O:5][C:6]([N:8]1[CH2:13][CH2:12][C:11]([CH2:15][NH:16][C:17]([NH:19]C(OCC2C3C=CC=CC=3C3C2=CC=CC=3)=O)=[S:18])([F:14])[CH2:10][CH2:9]1)=[O:7])([CH3:4])([CH3:3])[CH3:2].N1CCCCC1.O. (4) Given the product [Br:1][C:2]1[CH:3]=[C:4]([CH:7]=[C:8]([N+:11]([O-:13])=[O:12])[C:9]=1[O:10][CH2:19][C:18]1[CH:21]=[CH:22][CH:23]=[C:16]([O:15][CH3:14])[CH:17]=1)[CH:5]=[O:6], predict the reactants needed to synthesize it. The reactants are: [Br:1][C:2]1[CH:3]=[C:4]([CH:7]=[C:8]([N+:11]([O-:13])=[O:12])[C:9]=1[OH:10])[CH:5]=[O:6].[CH3:14][O:15][C:16]1[CH:17]=[C:18]([CH:21]=[CH:22][CH:23]=1)[CH2:19]O.C1(P(C2C=CC=CC=2)C2C=CC=CC=2)C=CC=CC=1.N(C(OCC)=O)=NC(OCC)=O. (5) Given the product [OH:1][C:2]([C:27]1[NH:31][C:30]2[CH:32]=[CH:33][C:34]([C:36]#[N:37])=[CH:35][C:29]=2[N:28]=1)([C:4]1[C:12]([CH:13]([CH3:15])[CH3:14])=[CH:11][C:10]([CH3:16])=[C:9]2[C:5]=1[CH:6]=[CH:7][NH:8]2)[CH3:3], predict the reactants needed to synthesize it. The reactants are: [OH:1][C:2]([C:27]1[NH:31][C:30]2[CH:32]=[CH:33][C:34]([C:36]#[N:37])=[CH:35][C:29]=2[N:28]=1)([C:4]1[C:12]([CH:13]([CH3:15])[CH3:14])=[CH:11][C:10]([CH3:16])=[C:9]2[C:5]=1[CH:6]=[CH:7][N:8]2S(C1C=CC(C)=CC=1)(=O)=O)[CH3:3].OC(C1NC2C=CC(C#N)=CC=2N=1)(C1C(CCC)=CC(C)=C2C=1C=CN2S(C1C=CC(C)=CC=1)(=O)=O)C.C(N)CC(C)C.[OH-].[K+]. (6) Given the product [N:1]1[CH:2]=[CH:3][C:4]([C:7]([N:47]2[CH2:48][CH:43]([C:40]3[CH:41]=[CH:42][C:37]([O:36][C:35]([F:59])([F:34])[F:58])=[CH:38][CH:39]=3)[CH2:44][CH:45]([NH:49][C:50]([C:51]3[CH:52]=[CH:53][CH:54]=[CH:55][CH:56]=3)=[O:57])[CH2:46]2)=[O:9])=[CH:5][CH:6]=1, predict the reactants needed to synthesize it. The reactants are: [N:1]1[CH:6]=[CH:5][C:4]([C:7]([OH:9])=O)=[CH:3][CH:2]=1.CN(C(ON1N=NC2C=CC=NC1=2)=[N+](C)C)C.F[P-](F)(F)(F)(F)F.[F:34][C:35]([F:59])([F:58])[O:36][C:37]1[CH:42]=[CH:41][C:40]([CH:43]2[CH2:48][NH:47][CH2:46][CH:45]([NH:49][C:50](=[O:57])[C:51]3[CH:56]=[CH:55][CH:54]=[CH:53][CH:52]=3)[CH2:44]2)=[CH:39][CH:38]=1.